From a dataset of Catalyst prediction with 721,799 reactions and 888 catalyst types from USPTO. Predict which catalyst facilitates the given reaction. (1) Reactant: CN(C)C=CC([C:7]1[CH:12]=[CH:11][CH:10]=[CH:9][C:8]=1[N:13]([CH3:17])[C:14](=[O:16])[CH3:15])=O.[NH2:19][C:20]1[NH:24][N:23]=[CH:22][C:21]=1[C:25]([C:27]1[S:28][CH:29]=[CH:30][CH:31]=1)=[O:26].ClCCl.[CH3:35]O.[C:37](O)(=O)[CH3:38]. Product: [CH3:17][N:13]([C:8]1[CH:7]=[CH:12][CH:11]=[C:10]([C:35]2[N:24]3[N:23]=[CH:22][C:21]([C:25]([C:27]4[S:28][CH:29]=[CH:30][CH:31]=4)=[O:26])=[C:20]3[N:19]=[CH:38][CH:37]=2)[CH:9]=1)[C:14](=[O:16])[CH3:15]. The catalyst class is: 6. (2) Reactant: [CH3:1][C:2]1([CH3:14])[O:6][B:5]([C:7]2[CH:8]=[N:9][NH:10][CH:11]=2)[O:4][C:3]1([CH3:13])[CH3:12].Br[CH2:16][CH:17]([CH3:19])[CH3:18].C([O-])([O-])=O.[Cs+].[Cs+]. Product: [CH2:16]([N:9]1[CH:8]=[C:7]([B:5]2[O:6][C:2]([CH3:14])([CH3:1])[C:3]([CH3:13])([CH3:12])[O:4]2)[CH:11]=[N:10]1)[CH:17]([CH3:19])[CH3:18]. The catalyst class is: 10. (3) Reactant: [Br:1][C:2]1[C:3]([Cl:11])=[C:4](Cl)[C:5](=[O:9])[N:6]([CH3:8])[N:7]=1.[CH3:12][O-:13].[Na+]. Product: [Br:1][C:2]1[C:3]([Cl:11])=[C:4]([O:13][CH3:12])[C:5](=[O:9])[N:6]([CH3:8])[N:7]=1. The catalyst class is: 12. (4) Reactant: [CH3:1][O:2][C:3]1[CH:4]=[C:5]([CH:10]=[CH:11][CH:12]=1)[CH2:6][N:7]=[C:8]=[S:9].[Cl:13][C:14]1[CH:15]=[C:16]([CH:30]=[CH:31][C:32]=1[Cl:33])[CH2:17][N:18]1[CH2:23][CH2:22][N:21]([CH2:24][CH:25](N)[CH:26]([CH3:28])[CH3:27])[CH2:20][CH2:19]1.C([NH:41][C@H](C(O)=O)C(C)C)(OC(C)(C)C)=O. Product: [Cl:13][C:14]1[CH:15]=[C:16]([CH:30]=[CH:31][C:32]=1[Cl:33])[CH2:17][N:18]1[CH2:23][CH2:22][N:21]([CH2:24][CH:25]([C:5]2([CH:10]=[CH:11][CH:12]=[C:3]([O:2][CH3:1])[CH2:4]2)[CH2:6][NH:7][C:8]([NH2:41])=[S:9])[CH:26]([CH3:28])[CH3:27])[CH2:20][CH2:19]1. The catalyst class is: 2.